Dataset: Catalyst prediction with 721,799 reactions and 888 catalyst types from USPTO. Task: Predict which catalyst facilitates the given reaction. (1) Reactant: [Cl:1][C:2]1[CH:24]=[C:23]([Cl:25])[CH:22]=[CH:21][C:3]=1[CH2:4][N:5]1[C:9](/[CH:10]=[CH:11]/[C:12]([O:14]CC)=[O:13])=[CH:8][C:7]([O:17][CH:18]([CH3:20])[CH3:19])=[N:6]1.[OH-].[Na+].O1CCCC1. Product: [Cl:1][C:2]1[CH:24]=[C:23]([Cl:25])[CH:22]=[CH:21][C:3]=1[CH2:4][N:5]1[C:9](/[CH:10]=[CH:11]/[C:12]([OH:14])=[O:13])=[CH:8][C:7]([O:17][CH:18]([CH3:19])[CH3:20])=[N:6]1. The catalyst class is: 8. (2) Reactant: C([BH3-])#N.[Na+].[CH:5](=O)[C:6]1[CH:11]=[CH:10][CH:9]=[N:8][CH:7]=1.[NH2:13][CH2:14][CH2:15][CH2:16][S:17]([NH:20][C:21]1[CH:26]=[C:25]([C:27]([N:29]2[CH2:34][CH2:33][CH:32]([C:35]3[CH:40]=[CH:39][C:38]([C:41]#[N:42])=[CH:37][CH:36]=3)[CH2:31][CH2:30]2)=[O:28])[CH:24]=[CH:23][C:22]=1[CH3:43])(=[O:19])=[O:18]. Product: [C:41]([C:38]1[CH:39]=[CH:40][C:35]([CH:32]2[CH2:31][CH2:30][N:29]([C:27]([C:25]3[CH:24]=[CH:23][C:22]([CH3:43])=[C:21]([NH:20][S:17]([CH2:16][CH2:15][CH2:14][NH:13][CH2:5][C:6]4[CH:7]=[N:8][CH:9]=[CH:10][CH:11]=4)(=[O:19])=[O:18])[CH:26]=3)=[O:28])[CH2:34][CH2:33]2)=[CH:36][CH:37]=1)#[N:42]. The catalyst class is: 1. (3) Reactant: [Cl:1][C:2]1[CH:19]=[CH:18][C:5]2[NH:6][C:7](=[O:17])[N:8]([CH:11]3[CH2:16][CH2:15][NH:14][CH2:13][CH2:12]3)[CH2:9][CH2:10][C:4]=2[CH:3]=1.Cl[C:21]1[N:26]=[CH:25][N:24]=[C:23]([C:27]([C:29]2[CH:39]=[C:38]([CH3:40])[C:32]3[N:33]([CH3:37])[C:34](=[O:36])[O:35][C:31]=3[CH:30]=2)=[O:28])[CH:22]=1.CCN(C(C)C)C(C)C. Product: [Cl:1][C:2]1[CH:19]=[CH:18][C:5]2[NH:6][C:7](=[O:17])[N:8]([CH:11]3[CH2:16][CH2:15][N:14]([C:21]4[CH:22]=[C:23]([C:27]([C:29]5[CH:39]=[C:38]([CH3:40])[C:32]6[N:33]([CH3:37])[C:34](=[O:36])[O:35][C:31]=6[CH:30]=5)=[O:28])[N:24]=[CH:25][N:26]=4)[CH2:13][CH2:12]3)[CH2:9][CH2:10][C:4]=2[CH:3]=1. The catalyst class is: 121. (4) Reactant: [F:1][C:2]1[CH:3]=[N:4][C:5]([O:17][C:18]2[CH:23]=[CH:22][CH:21]=[C:20]([S:24][CH3:25])[CH:19]=2)=[C:6]([CH:16]=1)[C:7]([NH:9][CH:10]1[CH2:15][CH2:14][NH:13][CH2:12][CH2:11]1)=[O:8].ON1C2C=CC=CC=2N=N1.CN1CCOCC1.[O:43]1[CH2:47][CH2:46][CH:45]([C:48](O)=[O:49])[CH2:44]1.Cl.CN(C)CCCN=C=NCC. Product: [NH3:4].[F:1][C:2]1[CH:3]=[N:4][C:5]([O:17][C:18]2[CH:23]=[CH:22][CH:21]=[C:20]([S:24][CH3:25])[CH:19]=2)=[C:6]([CH:16]=1)[C:7]([NH:9][CH:10]1[CH2:11][CH2:12][N:13]([C:48]([CH:45]2[CH2:46][CH2:47][O:43][CH2:44]2)=[O:49])[CH2:14][CH2:15]1)=[O:8]. The catalyst class is: 4. (5) Reactant: [Cl:1][C:2]1[C:3]([C:27]2[S:31][C:30]([C:32]3([NH2:36])[CH2:35][CH2:34][CH2:33]3)=[N:29][CH:28]=2)=[C:4]2[CH:10]=[C:9]([C:11]3[CH:12]=[N:13][N:14]([CH3:16])[CH:15]=3)[N:8]([S:17]([C:20]3[CH:26]=[CH:25][C:23]([CH3:24])=[CH:22][CH:21]=3)(=[O:19])=[O:18])[C:5]2=[N:6][CH:7]=1.C(N(CC)CC)C.[CH3:44][N:45]([CH3:49])[C:46](Cl)=[O:47]. Product: [Cl:1][C:2]1[C:3]([C:27]2[S:31][C:30]([C:32]3([NH:36][C:46](=[O:47])[N:45]([CH3:49])[CH3:44])[CH2:33][CH2:34][CH2:35]3)=[N:29][CH:28]=2)=[C:4]2[CH:10]=[C:9]([C:11]3[CH:12]=[N:13][N:14]([CH3:16])[CH:15]=3)[N:8]([S:17]([C:20]3[CH:26]=[CH:25][C:23]([CH3:24])=[CH:22][CH:21]=3)(=[O:19])=[O:18])[C:5]2=[N:6][CH:7]=1. The catalyst class is: 30.